Dataset: Full USPTO retrosynthesis dataset with 1.9M reactions from patents (1976-2016). Task: Predict the reactants needed to synthesize the given product. (1) Given the product [C:2]1([CH:1]([OH:8])[CH:9]=[CH2:10])[CH:7]=[CH:6][CH:5]=[CH:4][CH:3]=1, predict the reactants needed to synthesize it. The reactants are: [CH:1](=[O:8])[C:2]1[CH:7]=[CH:6][CH:5]=[CH:4][CH:3]=1.[CH:9]([Mg]Br)=[CH2:10].O.Cl. (2) Given the product [Br:19][C:20]1[N:21]=[C:22]([F:26])[C:23]([CH2:27][OH:28])=[CH:24][CH:25]=1, predict the reactants needed to synthesize it. The reactants are: C(NC(C)C)(C)C.[Li+].CCC[CH2-].CCCCCC.[Br:19][C:20]1[CH:25]=[CH:24][CH:23]=[C:22]([F:26])[N:21]=1.[CH2:27]=[O:28]. (3) Given the product [F:14][C@@H:11]1[CH2:12][CH2:13][NH:8][CH2:9][C@H:10]1[NH:15][C:16](=[O:22])[O:17][C:18]([CH3:20])([CH3:19])[CH3:21], predict the reactants needed to synthesize it. The reactants are: C([N:8]1[CH2:13][CH2:12][C@@H:11]([F:14])[C@H:10]([NH:15][C:16](=[O:22])[O:17][C:18]([CH3:21])([CH3:20])[CH3:19])[CH2:9]1)C1C=CC=CC=1.[H][H]. (4) Given the product [Cl:1][C:2]1[CH:7]=[C:6]([NH:8][C:9]2[C:18]3[C:13](=[CH:14][CH:15]=[CH:16][C:17]=3[O:19][CH2:20][C@@H:21]3[CH2:25][CH2:24][CH2:23][N:22]3[C:28](=[O:29])[CH2:27][OH:30])[N:12]=[CH:11][N:10]=2)[CH:5]=[CH:4][C:3]=1[OH:26], predict the reactants needed to synthesize it. The reactants are: [Cl:1][C:2]1[CH:7]=[C:6]([NH:8][C:9]2[C:18]3[C:13](=[CH:14][CH:15]=[CH:16][C:17]=3[O:19][CH2:20][C@@H:21]3[CH2:25][CH2:24][CH2:23][NH:22]3)[N:12]=[CH:11][N:10]=2)[CH:5]=[CH:4][C:3]=1[OH:26].[C:27](O)(=[O:30])[CH2:28][OH:29]. (5) Given the product [N:12]1([C:8]2[CH:7]=[N:6][C:5]3[C:10]([N:9]=2)=[CH:11][C:2]([NH:27][C:25](=[O:26])[C:24]([C:18]2[CH:23]=[CH:22][CH:21]=[CH:20][CH:19]=2)([CH3:44])[CH3:43])=[CH:3][CH:4]=3)[CH2:17][CH2:16][O:15][CH2:14][CH2:13]1, predict the reactants needed to synthesize it. The reactants are: Br[C:2]1[CH:11]=[C:10]2[C:5]([N:6]=[CH:7][C:8]([N:12]3[CH2:17][CH2:16][O:15][CH2:14][CH2:13]3)=[N:9]2)=[CH:4][CH:3]=1.[C:18]1([C:24]([CH3:44])([CH3:43])[C:25]([NH:27]C2C=CC(B3OC(C)(C)C(C)(C)O3)=CC=2)=[O:26])[CH:23]=[CH:22][CH:21]=[CH:20][CH:19]=1.C(=O)([O-])[O-].[Na+].[Na+]. (6) Given the product [Cl:16][C:12]1[CH:11]=[C:10]([N:6]2[C:5]3[C:17]([C:19]([F:21])([F:22])[F:20])=[CH:18][C:2]([C:23]#[N:24])=[CH:3][C:4]=3[NH:8][C:7]2=[O:9])[CH:15]=[CH:14][CH:13]=1, predict the reactants needed to synthesize it. The reactants are: N[C:2]1[CH:18]=[C:17]([C:19]([F:22])([F:21])[F:20])[C:5]2[N:6]([C:10]3[CH:15]=[CH:14][CH:13]=[C:12]([Cl:16])[CH:11]=3)[C:7](=[O:9])[NH:8][C:4]=2[CH:3]=1.[C:23]([Cu])#[N:24].N(OC(C)(C)C)=O.O. (7) Given the product [CH:24]([C:2]1[C:11]2[C:6](=[CH:7][CH:8]=[C:9]([O:12][CH3:13])[N:10]=2)[N:5]=[CH:4][C:3]=1[C:14]#[N:15])=[CH2:25], predict the reactants needed to synthesize it. The reactants are: Cl[C:2]1[C:11]2[C:6](=[CH:7][CH:8]=[C:9]([O:12][CH3:13])[N:10]=2)[N:5]=[CH:4][C:3]=1[C:14]#[N:15].C(=O)([O-])[O-].[K+].[K+].CO[CH2:24][CH2:25]OC.O.